From a dataset of Catalyst prediction with 721,799 reactions and 888 catalyst types from USPTO. Predict which catalyst facilitates the given reaction. (1) Reactant: [N:1]1([CH2:6][CH2:7][CH2:8][C:9]2[CH:14]=[CH:13][C:12]([N:15]3[CH2:20][CH2:19][CH:18]([NH:21]C(OC(C)(C)C)=O)[CH2:17][CH2:16]3)=[CH:11][CH:10]=2)[CH:5]=[N:4][CH:3]=[N:2]1. Product: [N:1]1([CH2:6][CH2:7][CH2:8][C:9]2[CH:10]=[CH:11][C:12]([N:15]3[CH2:16][CH2:17][CH:18]([NH2:21])[CH2:19][CH2:20]3)=[CH:13][CH:14]=2)[CH:5]=[N:4][CH:3]=[N:2]1. The catalyst class is: 55. (2) Reactant: [CH2:1]([OH:12])[CH2:2][CH2:3][CH2:4][CH2:5][CH2:6][CH2:7][CH2:8][CH2:9][C:10]#[CH:11].[C:13]([O:16][CH:17]1[CH:22]([N:23]([CH3:25])[CH3:24])[CH2:21][CH:20]([CH3:26])[O:19][CH:18]1F)(=[O:15])[CH3:14].B(F)(F)F.CCOCC. Product: [C:13]([O:16][CH:17]1[CH:22]([N:23]([CH3:24])[CH3:25])[CH2:21][CH:20]([CH3:26])[O:19][CH:18]1[O:12][CH2:1][CH2:2][CH2:3][CH2:4][CH2:5][CH2:6][CH2:7][CH2:8][CH2:9][C:10]#[CH:11])(=[O:15])[CH3:14]. The catalyst class is: 13.